The task is: Predict the reactants needed to synthesize the given product.. This data is from Retrosynthesis with 50K atom-mapped reactions and 10 reaction types from USPTO. (1) Given the product COC(C)(C)Cn1cc(-c2ccc3cnc(Cl)cc3c2)cn1, predict the reactants needed to synthesize it. The reactants are: CC(C)(O)Cn1cc(-c2ccc3cnc(Cl)cc3c2)cn1.CI. (2) Given the product Cc1cc(C)n2nc(SC3=C(O)CC(CCc4ccc(-c5c(C)noc5C)cc4)(C4CCCC4)OC3=O)nc2n1, predict the reactants needed to synthesize it. The reactants are: Cc1cc(C)n2nc(S)nc2n1.Cc1noc(C)c1-c1ccc(CCC2(C3CCCC3)CC(O)=C(Cl)C(=O)O2)cc1. (3) The reactants are: O=[N+]([O-])c1cccc(CCl)c1.OCCNCCO. Given the product O=[N+]([O-])c1cccc(CN(CCO)CCO)c1, predict the reactants needed to synthesize it. (4) Given the product O=C(Nc1nc2ccccc2c2nccn12)c1cccnc1, predict the reactants needed to synthesize it. The reactants are: Nc1nc2ccccc2c2nccn12.O=C(O)c1cccnc1. (5) Given the product CCc1nn(Cc2cccc(OCCN)n2)c2cccc(NC(=O)c3cnc4ccccn34)c12, predict the reactants needed to synthesize it. The reactants are: CCc1nn(Cc2cccc(OCCNC(=O)OC(C)(C)C)n2)c2cccc(NC(=O)c3cnc4ccccn34)c12.